This data is from Full USPTO retrosynthesis dataset with 1.9M reactions from patents (1976-2016). The task is: Predict the reactants needed to synthesize the given product. (1) Given the product [NH:1]1[C:9]2[C:4](=[CH:5][CH:6]=[CH:7][CH:8]=2)[C:3]([CH2:10][CH2:11][NH:12][C:13](=[O:17])[CH2:14][CH2:15][N:29]2[CH2:28][CH2:27][N:26]([C:22]3[CH:23]=[CH:24][CH:25]=[C:20]([O:19][CH3:18])[CH:21]=3)[CH2:31][CH2:30]2)=[CH:2]1, predict the reactants needed to synthesize it. The reactants are: [NH:1]1[C:9]2[C:4](=[CH:5][CH:6]=[CH:7][CH:8]=2)[C:3]([CH2:10][CH2:11][NH:12][C:13](=[O:17])[CH2:14][CH2:15]Br)=[CH:2]1.[CH3:18][O:19][C:20]1[CH:21]=[C:22]([N:26]2[CH2:31][CH2:30][NH:29][CH2:28][CH2:27]2)[CH:23]=[CH:24][CH:25]=1. (2) Given the product [C:24]1([C:28]2[CH:29]=[CH:30][CH:31]=[CH:32][CH:33]=2)[CH:25]=[CH:26][CH:27]=[C:22]([CH2:21][N:16]2[CH:11]([C:4]3[C:5]([O:9][CH3:10])=[CH:6][CH:7]=[CH:8][C:3]=3[O:2][CH3:1])[CH2:12][CH2:13][CH2:14][C:15]2=[O:17])[CH:23]=1, predict the reactants needed to synthesize it. The reactants are: [CH3:1][O:2][C:3]1[CH:8]=[CH:7][CH:6]=[C:5]([O:9][CH3:10])[C:4]=1[CH:11]1[NH:16][C:15](=[O:17])[CH2:14][CH2:13][CH2:12]1.[H-].[Na+].Br[CH2:21][C:22]1[CH:23]=[C:24]([C:28]2[CH:33]=[CH:32][CH:31]=[CH:30][CH:29]=2)[CH:25]=[CH:26][CH:27]=1.C([O-])(O)=O.[Na+]. (3) Given the product [ClH:1].[NH:2]1[C:6]2[CH:7]=[CH:8][CH:9]=[CH:10][C:5]=2[N:4]=[C:3]1[C@H:11]([NH:21][C:32]([NH:31][CH2:30][CH2:29][C:24]1[CH:25]=[CH:26][CH:27]=[CH:28][C:23]=1[F:22])=[O:33])[CH2:12][C:13]1[CH:18]=[CH:17][C:16]([O:19][CH3:20])=[CH:15][CH:14]=1, predict the reactants needed to synthesize it. The reactants are: [ClH:1].[NH:2]1[C:6]2[CH:7]=[CH:8][CH:9]=[CH:10][C:5]=2[N:4]=[C:3]1[C@H:11]([NH2:21])[CH2:12][C:13]1[CH:18]=[CH:17][C:16]([O:19][CH3:20])=[CH:15][CH:14]=1.[F:22][C:23]1[CH:28]=[CH:27][CH:26]=[CH:25][C:24]=1[CH2:29][CH2:30][NH2:31].[C:32](O)(C(F)(F)F)=[O:33]. (4) Given the product [Cl:1][C:2]1[N:3]=[C:4]([N:32]([CH2:34][C:35]2[O:36][CH:37]=[CH:38][CH:39]=2)[CH3:33])[C:5]([F:31])=[C:6]([NH:8][NH2:9])[N:7]=1, predict the reactants needed to synthesize it. The reactants are: [Cl:1][C:2]1[N:7]=[C:6]([N:8](C(OC(C)(C)C)=O)[N:9](C(OC(C)(C)C)=O)C(OC(C)(C)C)=O)[C:5]([F:31])=[C:4]([N:32]([CH2:34][C:35]2[O:36][CH:37]=[CH:38][CH:39]=2)[CH3:33])[N:3]=1. (5) Given the product [Br:3][C:4]1[O:8][C:7]([CH2:9][O:10][CH2:11][CH3:12])=[CH:6][CH:5]=1, predict the reactants needed to synthesize it. The reactants are: [H-].[Na+].[Br:3][C:4]1[O:8][C:7]([CH2:9][OH:10])=[CH:6][CH:5]=1.[CH2:11](I)[CH3:12]. (6) Given the product [Cl:1][C:2]1[CH:3]=[C:4]2[C:8](=[CH:9][CH:10]=1)[NH:7][CH:6]=[C:5]2[CH2:11][N:12]1[C:20]([C:21]2[N:25]([CH3:26])[CH:24]=[C:23]([C:27]([N:38]([CH3:39])[CH3:37])=[O:28])[CH:22]=2)=[C:19]2[C:14]([N:15]([CH2:33][CH:34]([CH3:36])[CH3:35])[C:16](=[O:32])[N:17]([CH3:31])[C:18]2=[O:30])=[N:13]1, predict the reactants needed to synthesize it. The reactants are: [Cl:1][C:2]1[CH:3]=[C:4]2[C:8](=[CH:9][CH:10]=1)[NH:7][CH:6]=[C:5]2[CH2:11][N:12]1[C:20]([C:21]2[N:25]([CH3:26])[CH:24]=[C:23]([C:27](O)=[O:28])[CH:22]=2)=[C:19]2[C:14]([N:15]([CH2:33][CH:34]([CH3:36])[CH3:35])[C:16](=[O:32])[N:17]([CH3:31])[C:18]2=[O:30])=[N:13]1.[CH3:37][NH:38][CH3:39].C(P(=O)(OCC)OCC)#N. (7) Given the product [F:1][C@H:2]([C@H:4]1[CH2:8][O:7][C:6](=[O:9])[NH:5]1)[CH3:3], predict the reactants needed to synthesize it. The reactants are: [F:1][C@H:2]([C@H:4]1[CH2:8][O:7][C:6](=[O:9])[N:5]1CC1C=CC(OC)=CC=1)[CH3:3]. (8) Given the product [Cl:1][C:2]1[N:3]=[C:4]([N:19]2[CH2:24][CH2:23][O:22][CH2:21][CH2:20]2)[C:5]2[S:10][C:9]([CH2:11][N:12]3[CH2:17][CH2:16][N:15]4[CH:14]([CH2:27][O:26][CH2:25][CH2:30]4)[CH2:13]3)=[CH:8][C:6]=2[N:7]=1, predict the reactants needed to synthesize it. The reactants are: [Cl:1][C:2]1[N:3]=[C:4]([N:19]2[CH2:24][CH2:23][O:22][CH2:21][CH2:20]2)[C:5]2[S:10][C:9]([CH2:11][N:12]3[CH2:17][CH2:16][NH:15][C:14](=O)[CH2:13]3)=[CH:8][C:6]=2[N:7]=1.[CH2:25]1[CH:30]2CNCCN2C[CH2:27][O:26]1. (9) Given the product [F:1][C:2]1[CH:26]=[CH:25][C:5]([CH2:6][O:7][CH2:8][C:9]([NH:11][CH2:12][CH2:13][CH2:14][C:15]2[CH:20]=[CH:19][C:18]([S:21]([NH:22][C:32](=[O:33])[C:31]3[CH:35]=[CH:36][C:37]([O:38][CH3:39])=[C:29]([O:28][CH3:27])[CH:30]=3)(=[O:24])=[O:23])=[CH:17][CH:16]=2)=[O:10])=[CH:4][CH:3]=1, predict the reactants needed to synthesize it. The reactants are: [F:1][C:2]1[CH:26]=[CH:25][C:5]([CH2:6][O:7][CH2:8][C:9]([NH:11][CH2:12][CH2:13][CH2:14][C:15]2[CH:20]=[CH:19][C:18]([S:21](=[O:24])(=[O:23])[NH2:22])=[CH:17][CH:16]=2)=[O:10])=[CH:4][CH:3]=1.[CH3:27][O:28][C:29]1[CH:30]=[C:31]([CH:35]=[CH:36][C:37]=1[O:38][CH3:39])[C:32](Cl)=[O:33].